This data is from Reaction yield outcomes from USPTO patents with 853,638 reactions. The task is: Predict the reaction yield, written as a fraction of the theoretical maximum amount of product (1.0 means a 100% yield; for example, 0.34 means a 34% yield). (1) The reactants are I[C:2]1[CH:7]=[CH:6][C:5]([O:8][CH3:9])=[CH:4][C:3]=1[N+:10]([O-])=O.[NH:13]1[CH2:17][CH2:16][CH2:15][C:14]1=O. No catalyst specified. The product is [CH3:9][O:8][C:5]1[CH:6]=[CH:7][C:2]2[N:13]=[C:14]3[CH2:15][CH2:16][CH2:17][N:10]3[C:3]=2[CH:4]=1. The yield is 0.890. (2) The reactants are [CH2:1]([O:8][C:9]1[CH:15]=[CH:14][C:12]([NH2:13])=[C:11]([CH3:16])[CH:10]=1)[C:2]1[CH:7]=[CH:6][CH:5]=[CH:4][CH:3]=1.N1(CO)C2C=CC=C[C:20]=2N=N1.[BH4-].[Na+].O. The catalyst is CN(C)C=O.CO.C(OCC)(=O)C. The product is [CH3:20][NH:13][C:12]1[CH:14]=[CH:15][C:9]([O:8][CH2:1][C:2]2[CH:3]=[CH:4][CH:5]=[CH:6][CH:7]=2)=[CH:10][C:11]=1[CH3:16]. The yield is 0.625. (3) The reactants are [CH3:1][O:2][C:3](=[O:29])[C:4]1[CH:9]=[CH:8][C:7]([NH:10][C:11](=[O:28])[CH:12]([C:19]2[CH:24]=[CH:23][C:22]([N+:25]([O-])=O)=[CH:21][CH:20]=2)[CH2:13][CH:14]2[CH2:18][CH2:17][CH2:16][CH2:15]2)=[N:6][CH:5]=1.[H][H]. The catalyst is C(OCC)(=O)C.[Pd]. The product is [CH3:1][O:2][C:3](=[O:29])[C:4]1[CH:9]=[CH:8][C:7]([NH:10][C:11](=[O:28])[CH:12]([C:19]2[CH:20]=[CH:21][C:22]([NH2:25])=[CH:23][CH:24]=2)[CH2:13][CH:14]2[CH2:15][CH2:16][CH2:17][CH2:18]2)=[N:6][CH:5]=1. The yield is 0.947. (4) The reactants are [CH:1]([C:3]1[CH:8]=[CH:7][CH:6]=[CH:5][C:4]=1[CH2:9][C:10]([OH:12])=O)=O.[CH3:13][NH:14][NH2:15]. The catalyst is CCO. The product is [CH3:13][N:14]1[C:10](=[O:12])[CH2:9][C:4]2[CH:5]=[CH:6][CH:7]=[CH:8][C:3]=2[CH:1]=[N:15]1. The yield is 0.500. (5) The reactants are [CH:1]1([OH:7])[CH2:6][CH2:5][CH2:4][CH2:3][CH2:2]1.C[Si]([N-][Si](C)(C)C)(C)C.[Na+].Br[CH2:19][CH:20]([O:23][CH3:24])[O:21][CH3:22]. The catalyst is CN(C=O)C.CCOC(C)=O. The product is [CH3:22][O:21][CH:20]([O:23][CH3:24])[CH2:19][O:7][CH:1]1[CH2:6][CH2:5][CH2:4][CH2:3][CH2:2]1. The yield is 0.310. (6) The reactants are [NH2:1][C:2]1[CH:7]=[CH:6][CH:5]=[CH:4][CH:3]=1.[C:8](#[N:11])[CH:9]=[CH2:10]. No catalyst specified. The product is [C:2]1([NH:1][CH2:10][CH2:9][C:8]#[N:11])[CH:7]=[CH:6][CH:5]=[CH:4][CH:3]=1. The yield is 0.784. (7) The reactants are [NH2:1][C:2]1[CH:7]=[CH:6][C:5]([OH:8])=[CH:4][CH:3]=1.Cl[C:10]1[CH:15]=[CH:14][N:13]=[C:12]([CH3:16])[CH:11]=1.CC(C)([O-])C.[K+].O. The catalyst is CN1C(=O)N(C)CCC1. The product is [CH3:16][C:12]1[CH:11]=[C:10]([O:8][C:5]2[CH:6]=[CH:7][C:2]([NH2:1])=[CH:3][CH:4]=2)[CH:15]=[CH:14][N:13]=1. The yield is 0.0900.